This data is from Reaction yield outcomes from USPTO patents with 853,638 reactions. The task is: Predict the reaction yield, written as a fraction of the theoretical maximum amount of product (1.0 means a 100% yield; for example, 0.34 means a 34% yield). The reactants are CN.[CH2:3]([N:5](CC)CC)C.[Cl:10][C:11]1[N:19]=[CH:18][CH:17]=[CH:16][C:12]=1[C:13](Cl)=[O:14]. The catalyst is CC#N. The product is [Cl:10][C:11]1[N:19]=[CH:18][CH:17]=[CH:16][C:12]=1[C:13]([NH:5][CH3:3])=[O:14]. The yield is 0.310.